This data is from Forward reaction prediction with 1.9M reactions from USPTO patents (1976-2016). The task is: Predict the product of the given reaction. Given the reactants [Cl:1][C:2]1[CH:7]=[C:6]([Cl:8])[CH:5]=[CH:4][C:3]=1[C:9]1[N:10]([C:17]2[CH:22]=[CH:21][C:20]([O:23][CH3:24])=[CH:19][CH:18]=2)[CH:11]=[C:12]([C:14](O)=[O:15])[N:13]=1.CN(C(F)=[N+](C)C)C.F[P-](F)(F)(F)(F)F.CCN(C(C)C)C(C)C.Cl.[NH2:50][C@@H:51]1[CH2:56][CH2:55][CH2:54][CH2:53][C@H:52]1[OH:57], predict the reaction product. The product is: [Cl:1][C:2]1[CH:7]=[C:6]([Cl:8])[CH:5]=[CH:4][C:3]=1[C:9]1[N:10]([C:17]2[CH:22]=[CH:21][C:20]([O:23][CH3:24])=[CH:19][CH:18]=2)[CH:11]=[C:12]([C:14]([NH:50][C@@H:51]2[CH2:56][CH2:55][CH2:54][CH2:53][C@H:52]2[OH:57])=[O:15])[N:13]=1.